This data is from Forward reaction prediction with 1.9M reactions from USPTO patents (1976-2016). The task is: Predict the product of the given reaction. (1) Given the reactants [CH2:1](Br)[C:2]1[CH:7]=[CH:6][CH:5]=[CH:4][CH:3]=1.[Cl:9][C:10]1[CH:11]=[C:12]2[C:16](=[CH:17][CH:18]=1)[NH:15][C:14](=[O:19])[C:13]2=[O:20], predict the reaction product. The product is: [CH2:1]([C:13]1([OH:20])[C:12]2[C:16](=[CH:17][CH:18]=[C:10]([Cl:9])[CH:11]=2)[NH:15][C:14]1=[O:19])[C:2]1[CH:7]=[CH:6][CH:5]=[CH:4][CH:3]=1. (2) Given the reactants [C:1]([C:4]1[CH:5]=[CH:6][C:7]([NH:20][C:21]([CH:23]2[CH2:28][CH2:27][N:26]([C:29]([O:31][C:32]([CH3:35])([CH3:34])[CH3:33])=[O:30])[CH2:25][CH2:24]2)=[O:22])=[C:8]([CH:19]=1)[C:9]([NH:11][C:12]1[CH:17]=[CH:16][C:15]([Cl:18])=[CH:14][N:13]=1)=[O:10])(=[O:3])[CH3:2].[BH4-].[Na+].O, predict the reaction product. The product is: [C:32]([O:31][C:29]([N:26]1[CH2:27][CH2:28][CH:23]([C:21]([NH:20][C:7]2[CH:6]=[CH:5][C:4]([CH:1]([OH:3])[CH3:2])=[CH:19][C:8]=2[C:9]([NH:11][C:12]2[CH:17]=[CH:16][C:15]([Cl:18])=[CH:14][N:13]=2)=[O:10])=[O:22])[CH2:24][CH2:25]1)=[O:30])([CH3:35])([CH3:33])[CH3:34]. (3) Given the reactants [OH:1][C:2]([CH:5]1[CH2:10][CH:9]([OH:11])[C:8]([CH3:12])=[CH:7][CH2:6]1)([CH3:4])[CH3:3].[Cl:13][CH2:14][C:15](O[C:15](=[O:16])[CH2:14][Cl:13])=[O:16], predict the reaction product. The product is: [Cl:13][CH2:14][C:15]([O:1][C:2]([CH:5]1[CH2:10][CH:9]([O:11][C:15](=[O:16])[CH2:14][Cl:13])[C:8]([CH3:12])=[CH:7][CH2:6]1)([CH3:4])[CH3:3])=[O:16]. (4) Given the reactants [NH2:1][C:2]1[NH:7][C:6](=[O:8])[C:5]2=[CH:9][N:10]=[C:11]([C@H:12]3[CH2:17][CH2:16][C@H:15]([C:18]([O:20][CH3:21])=[O:19])[CH2:14][CH2:13]3)[N:4]2[N:3]=1.[I:22]N1C(=O)CCC1=O, predict the reaction product. The product is: [NH2:1][C:2]1[NH:7][C:6](=[O:8])[C:5]2=[C:9]([I:22])[N:10]=[C:11]([C@H:12]3[CH2:13][CH2:14][C@H:15]([C:18]([O:20][CH3:21])=[O:19])[CH2:16][CH2:17]3)[N:4]2[N:3]=1. (5) The product is: [CH3:7][C:4]1[S:3][C:2]2=[N:1][CH:18]=[C:12]([C:13]([O:15][CH2:16][CH3:17])=[O:14])[C:11](=[O:10])[N:6]2[CH:5]=1. Given the reactants [NH2:1][C:2]1[S:3][C:4]([CH3:7])=[CH:5][N:6]=1.C([O:10][CH:11]=[C:12]([C:18](OCC)=O)[C:13]([O:15][CH2:16][CH3:17])=[O:14])C, predict the reaction product. (6) Given the reactants [Cl:1][C:2]1[CH:3]=[C:4]([CH:16]=[CH:17][C:18]=1[F:19])[O:5][C:6]1[CH:13]=[CH:12][C:11]([CH2:14][OH:15])=[CH:10][C:7]=1[C:8]#[N:9].Cl[C:21]1[CH:31]=[C:25]2[N:26]([CH3:30])[CH2:27][CH2:28][CH2:29][N:24]2[C:23](=[O:32])[N:22]=1, predict the reaction product. The product is: [Cl:1][C:2]1[CH:3]=[C:4]([CH:16]=[CH:17][C:18]=1[F:19])[O:5][C:6]1[CH:13]=[CH:12][C:11]([CH2:14][O:15][C:21]2[CH:31]=[C:25]3[N:26]([CH3:30])[CH2:27][CH2:28][CH2:29][N:24]3[C:23](=[O:32])[N:22]=2)=[CH:10][C:7]=1[C:8]#[N:9]. (7) The product is: [OH:2][C:3]1([C:9]([O:11][CH3:13])=[O:10])[CH2:8][CH2:7][NH:6][CH2:5][CH2:4]1. Given the reactants Cl.[OH:2][C:3]1([C:9]([OH:11])=[O:10])[CH2:8][CH2:7][NH:6][CH2:5][CH2:4]1.Cl.[CH3:13]O, predict the reaction product. (8) The product is: [CH3:1][O:2][C:3]([C:5]1[C:14]2[O:13][CH2:12][CH:11]([C:15]3[CH:16]=[N:17][CH:18]=[C:19]([C:21]4([OH:27])[CH2:22][CH2:23][O:24][CH2:25][CH2:26]4)[CH:20]=3)[O:10][C:9]=2[CH:8]=[CH:7][CH:6]=1)=[O:4]. Given the reactants [CH3:1][O:2][C:3]([C:5]1[C:14]2[O:13][CH:12]=[C:11]([C:15]3[CH:16]=[N:17][CH:18]=[C:19]([C:21]4([OH:27])[CH2:26][CH2:25][O:24][CH2:23][CH2:22]4)[CH:20]=3)[O:10][C:9]=2[CH:8]=[CH:7][CH:6]=1)=[O:4], predict the reaction product.